Dataset: Full USPTO retrosynthesis dataset with 1.9M reactions from patents (1976-2016). Task: Predict the reactants needed to synthesize the given product. (1) Given the product [NH2:28][C@@H:16]1[C:15](=[O:36])[N:14]2[CH2:37][C@H:38]([O:40][C:41]3[N:42]=[C:43]4[C:48](=[C:49]5[C:54]=3[CH:53]=[CH:52][CH:51]=[CH:50]5)[CH:47]=[CH:46][CH:45]=[CH:44]4)[CH2:39][C@H:13]2[C:12](=[O:55])[NH:11][C@:10]2([C:8]([NH:7][S:4]([CH:1]3[CH2:3][CH2:2]3)(=[O:6])=[O:5])=[O:9])[CH2:25][C@H:24]2[CH2:23][C:22]([F:26])([F:27])[CH2:21][CH2:20][CH2:19][CH2:18][CH2:17]1.[ClH:56], predict the reactants needed to synthesize it. The reactants are: [CH:1]1([S:4]([NH:7][C:8]([C@@:10]23[CH2:25][C@H:24]2[CH2:23][C:22]([F:27])([F:26])[CH2:21][CH2:20][CH2:19][CH2:18][CH2:17][C@H:16]([NH:28]C(=O)OC(C)(C)C)[C:15](=[O:36])[N:14]2[CH2:37][C@H:38]([O:40][C:41]4[N:42]=[C:43]5[C:48](=[C:49]6[C:54]=4[CH:53]=[CH:52][CH:51]=[CH:50]6)[CH:47]=[CH:46][CH:45]=[CH:44]5)[CH2:39][C@H:13]2[C:12](=[O:55])[NH:11]3)=[O:9])(=[O:6])=[O:5])[CH2:3][CH2:2]1.[ClH:56]. (2) Given the product [F:1][C:2]([F:26])([F:25])[O:3][C:4]1[CH:24]=[CH:23][C:7]([O:8][CH:9]2[CH2:14][CH2:13][N:12]([CH2:15][CH2:16][O:17][CH2:18][CH2:19][C:20]([Cl:29])=[O:21])[CH2:11][CH2:10]2)=[CH:6][CH:5]=1, predict the reactants needed to synthesize it. The reactants are: [F:1][C:2]([F:26])([F:25])[O:3][C:4]1[CH:24]=[CH:23][C:7]([O:8][CH:9]2[CH2:14][CH2:13][N:12]([CH2:15][CH2:16][O:17][CH2:18][CH2:19][C:20](O)=[O:21])[CH2:11][CH2:10]2)=[CH:6][CH:5]=1.S(Cl)([Cl:29])=O. (3) Given the product [CH3:15][C:10]1[N:9]([C:4]2[N:3]=[C:2]([CH2:23][OH:24])[CH:7]=[C:6]([CH3:8])[CH:5]=2)[C:13]([CH3:14])=[CH:12][CH:11]=1, predict the reactants needed to synthesize it. The reactants are: Br[C:2]1[CH:7]=[C:6]([CH3:8])[CH:5]=[C:4]([N:9]2[C:13]([CH3:14])=[CH:12][CH:11]=[C:10]2[CH3:15])[N:3]=1.C([Li])CCC.C1C[O:24][CH2:23]C1. (4) Given the product [Cl:1][C:2]1[CH:7]=[C:6]([OH:8])[C:5]([C:22]2[CH:27]=[CH:26][N:25]=[N:24][CH:23]=2)=[CH:4][C:3]=1[C:10]1[CH:15]=[CH:14][CH:13]=[CH:12][C:11]=1[F:16], predict the reactants needed to synthesize it. The reactants are: [Cl:1][C:2]1[CH:7]=[C:6]([OH:8])[C:5](I)=[CH:4][C:3]=1[C:10]1[CH:15]=[CH:14][CH:13]=[CH:12][C:11]=1[F:16].C([Sn](CCCC)(CCCC)[C:22]1[CH:27]=[CH:26][N:25]=[N:24][CH:23]=1)CCC.[F-].[Cs+]. (5) Given the product [Br:23][C:4]1[O:3][C:2]([N:31]([CH3:32])[CH3:30])=[N:6][C:5]=1[C:7]1[N:11]2[N:12]=[C:13]([CH3:21])[CH:14]=[C:15]([CH:16]([CH2:19][CH3:20])[CH2:17][CH3:18])[C:10]2=[N:9][C:8]=1[CH3:22], predict the reactants needed to synthesize it. The reactants are: Br[C:2]1[O:3][C:4]([Br:23])=[C:5]([C:7]2[N:11]3[N:12]=[C:13]([CH3:21])[CH:14]=[C:15]([CH:16]([CH2:19][CH3:20])[CH2:17][CH3:18])[C:10]3=[N:9][C:8]=2[CH3:22])[N:6]=1.C(=O)([O-])[O-].[Cs+].[Cs+].[CH3:30][NH:31][CH3:32].C1COCC1. (6) Given the product [F:1][C:2]1[C:11]2[O:10][CH2:9][CH:8]([CH2:12][NH:31][CH:29]([CH3:30])[CH3:28])[O:7][C:6]=2[CH:5]=[C:4]([S:24]([CH3:27])(=[O:25])=[O:26])[CH:3]=1, predict the reactants needed to synthesize it. The reactants are: [F:1][C:2]1[C:11]2[O:10][CH2:9][CH:8]([CH2:12]OS(C3C=CC(C)=CC=3)(=O)=O)[O:7][C:6]=2[CH:5]=[C:4]([S:24]([CH3:27])(=[O:26])=[O:25])[CH:3]=1.[CH3:28][CH:29]([NH2:31])[CH3:30].